Dataset: Catalyst prediction with 721,799 reactions and 888 catalyst types from USPTO. Task: Predict which catalyst facilitates the given reaction. (1) Reactant: Cl.NO.[OH-].[Na+].O1CCOCC1.C[N:13]([CH:15]=[N:16][C:17](=[O:25])[C:18]1[CH:23]=[CH:22][C:21]([CH3:24])=[CH:20][CH:19]=1)C. Product: [CH3:24][C:21]1[CH:22]=[CH:23][C:18]([C:17]2[O:25][N:13]=[CH:15][N:16]=2)=[CH:19][CH:20]=1. The catalyst class is: 15. (2) Reactant: [C:1]([O:4][C:5]1[CH:10]=[CH:9][C:8]([OH:11])=[C:7]([CH3:12])[C:6]=1[CH3:13])(=[O:3])[CH3:2].Cl[CH2:15][CH:16]1[CH2:18][O:17]1.C(=O)([O-])[O-].[K+].[K+]. Product: [C:1]([O:4][C:5]1[CH:10]=[CH:9][C:8]([O:11][CH2:15][CH:16]2[O:17][CH2:18]2)=[C:7]([CH3:12])[C:6]=1[CH3:13])(=[O:3])[CH3:2]. The catalyst class is: 311. (3) Reactant: CO[C:3]([C:5]1[N:6]=[CH:7][C:8]2[C:13]([C:14]=1[OH:15])=[CH:12][CH:11]=[C:10]([O:16][C:17]1[CH:22]=[CH:21][CH:20]=[CH:19][CH:18]=1)[CH:9]=2)=[O:4].[CH3:23][O-:24].[Na+].[CH3:26][OH:27].Cl. Product: [CH3:23][O:24][C:26](=[O:27])[C:13]([CH3:8])([CH3:12])[CH2:14][CH2:5][NH:6][C:3]([C:5]1[N:6]=[CH:7][C:8]2[C:13]([C:14]=1[OH:15])=[CH:12][CH:11]=[C:10]([O:16][C:17]1[CH:18]=[CH:19][CH:20]=[CH:21][CH:22]=1)[CH:9]=2)=[O:4]. The catalyst class is: 6. (4) Reactant: C(Cl)(Cl)Cl.[C:5]([O-:8])(=O)[CH3:6].[C:9]([O-:12])(=O)[CH3:10].C([O-])(=O)C.[Cl:17][C:18]1[CH:31]=[CH:30][C:21]([C:22]2[CH:27]=[C:26]([CH3:28])[C:25]([Pb+3])=[CH:24][CH:23]=2)=[CH:20][CH:19]=1.Cl.[C:33]1(C)[CH:38]=CC=[CH:35][CH:34]=1. Product: [Cl:17][C:18]1[CH:31]=[CH:30][C:21]([C:22]2[CH:27]=[C:26]([CH3:28])[C:25]([CH:6]3[C:5](=[O:8])[CH:34]4[CH2:35][CH:10]([CH2:38][CH2:33]4)[C:9]3=[O:12])=[CH:24][CH:23]=2)=[CH:20][CH:19]=1. The catalyst class is: 277. (5) Reactant: Br[C:2]1[CH:3]=[CH:4][C:5]2[O:11][CH2:10][CH2:9][N:8]3[CH:12]=[C:13]([C:15]4[N:19]([C:20]5[CH:25]=[CH:24][CH:23]=[CH:22][C:21]=5[Cl:26])[N:18]=[C:17]([NH2:27])[N:16]=4)[N:14]=[C:7]3[C:6]=2[CH:28]=1.[N:29]1[CH:34]=[C:33](B(O)O)[CH:32]=[N:31][CH:30]=1.C([O-])([O-])=O.[Cs+].[Cs+].O. Product: [Cl:26][C:21]1[CH:22]=[CH:23][CH:24]=[CH:25][C:20]=1[N:19]1[C:15]([C:13]2[N:14]=[C:7]3[C:6]4[CH:28]=[C:2]([C:33]5[CH:34]=[N:29][CH:30]=[N:31][CH:32]=5)[CH:3]=[CH:4][C:5]=4[O:11][CH2:10][CH2:9][N:8]3[CH:12]=2)=[N:16][C:17]([NH2:27])=[N:18]1. The catalyst class is: 75. (6) Reactant: [CH2:1]([C@@H:8]1[C@@H:12]([O:13][Si:14]([CH:21]([CH3:23])[CH3:22])([CH:18]([CH3:20])[CH3:19])[CH:15]([CH3:17])[CH3:16])[C@H:11]([CH3:24])[O:10][C:9]1=[O:25])[C:2]1[CH:7]=[CH:6][CH:5]=[CH:4][CH:3]=1.C(=O)=O.CC(C)=O.[H-].C([Al+]CC(C)C)C(C)C.CCCCCC. Product: [CH2:1]([C@H:8]([C@@H:12]([O:13][Si:14]([CH:15]([CH3:17])[CH3:16])([CH:21]([CH3:23])[CH3:22])[CH:18]([CH3:19])[CH3:20])[C@@H:11]([OH:10])[CH3:24])[CH2:9][OH:25])[C:2]1[CH:7]=[CH:6][CH:5]=[CH:4][CH:3]=1. The catalyst class is: 2.